From a dataset of Reaction yield outcomes from USPTO patents with 853,638 reactions. Predict the reaction yield, written as a fraction of the theoretical maximum amount of product (1.0 means a 100% yield; for example, 0.34 means a 34% yield). The reactants are Br[CH:2]([CH2:13][C:14]1[CH:19]=[CH:18][C:17]([F:20])=[CH:16][CH:15]=1)[C:3]([C:5]1[CH:10]=[CH:9][C:8]([O:11][CH3:12])=[CH:7][CH:6]=1)=O.[NH2:21][C:22]([NH2:24])=[S:23].C([O-])(=O)C.[Na+]. No catalyst specified. The product is [F:20][C:17]1[CH:18]=[CH:19][C:14]([CH2:13][C:2]2[S:23][C:22]([NH2:24])=[N:21][C:3]=2[C:5]2[CH:10]=[CH:9][C:8]([O:11][CH3:12])=[CH:7][CH:6]=2)=[CH:15][CH:16]=1. The yield is 0.819.